The task is: Regression. Given two drug SMILES strings and cell line genomic features, predict the synergy score measuring deviation from expected non-interaction effect.. This data is from NCI-60 drug combinations with 297,098 pairs across 59 cell lines. Drug 1: CC1=CC2C(CCC3(C2CCC3(C(=O)C)OC(=O)C)C)C4(C1=CC(=O)CC4)C. Drug 2: C1CCC(C(C1)N)N.C(=O)(C(=O)[O-])[O-].[Pt+4]. Cell line: SK-MEL-2. Synergy scores: CSS=-2.48, Synergy_ZIP=0.451, Synergy_Bliss=-0.367, Synergy_Loewe=-1.68, Synergy_HSA=-2.86.